Dataset: NCI-60 drug combinations with 297,098 pairs across 59 cell lines. Task: Regression. Given two drug SMILES strings and cell line genomic features, predict the synergy score measuring deviation from expected non-interaction effect. (1) Drug 1: CC1=CC2C(CCC3(C2CCC3(C(=O)C)OC(=O)C)C)C4(C1=CC(=O)CC4)C. Drug 2: C1=CC(=CC=C1CC(C(=O)O)N)N(CCCl)CCCl.Cl. Cell line: HOP-62. Synergy scores: CSS=23.3, Synergy_ZIP=1.34, Synergy_Bliss=12.5, Synergy_Loewe=-2.23, Synergy_HSA=7.00. (2) Drug 1: C1=CC(=CC=C1CCCC(=O)O)N(CCCl)CCCl. Drug 2: C1=CC=C(C=C1)NC(=O)CCCCCCC(=O)NO. Cell line: TK-10. Synergy scores: CSS=16.2, Synergy_ZIP=-4.74, Synergy_Bliss=-2.79, Synergy_Loewe=-0.948, Synergy_HSA=0.0785. (3) Drug 1: CC=C1C(=O)NC(C(=O)OC2CC(=O)NC(C(=O)NC(CSSCCC=C2)C(=O)N1)C(C)C)C(C)C. Drug 2: CC1=C(N=C(N=C1N)C(CC(=O)N)NCC(C(=O)N)N)C(=O)NC(C(C2=CN=CN2)OC3C(C(C(C(O3)CO)O)O)OC4C(C(C(C(O4)CO)O)OC(=O)N)O)C(=O)NC(C)C(C(C)C(=O)NC(C(C)O)C(=O)NCCC5=NC(=CS5)C6=NC(=CS6)C(=O)NCCC[S+](C)C)O. Cell line: SNB-19. Synergy scores: CSS=64.6, Synergy_ZIP=-3.39, Synergy_Bliss=-0.212, Synergy_Loewe=-29.1, Synergy_HSA=1.65. (4) Drug 1: CC12CCC(CC1=CCC3C2CCC4(C3CC=C4C5=CN=CC=C5)C)O. Drug 2: C(CN)CNCCSP(=O)(O)O. Cell line: SNB-19. Synergy scores: CSS=0.266, Synergy_ZIP=2.76, Synergy_Bliss=2.42, Synergy_Loewe=-1.03, Synergy_HSA=0.744. (5) Synergy scores: CSS=4.51, Synergy_ZIP=-1.95, Synergy_Bliss=0.504, Synergy_Loewe=-2.31, Synergy_HSA=-2.38. Drug 1: C1CCN(CC1)CCOC2=CC=C(C=C2)C(=O)C3=C(SC4=C3C=CC(=C4)O)C5=CC=C(C=C5)O. Cell line: M14. Drug 2: C1CN(CCN1C(=O)CCBr)C(=O)CCBr. (6) Drug 1: CC(C)CN1C=NC2=C1C3=CC=CC=C3N=C2N. Drug 2: CC1C(C(CC(O1)OC2CC(CC3=C2C(=C4C(=C3O)C(=O)C5=CC=CC=C5C4=O)O)(C(=O)C)O)N)O. Cell line: NCI-H522. Synergy scores: CSS=46.7, Synergy_ZIP=5.07, Synergy_Bliss=6.60, Synergy_Loewe=-22.4, Synergy_HSA=4.07. (7) Drug 1: C1=CC(=C2C(=C1NCCNCCO)C(=O)C3=C(C=CC(=C3C2=O)O)O)NCCNCCO. Drug 2: C1CN(P(=O)(OC1)NCCCl)CCCl. Cell line: NCI/ADR-RES. Synergy scores: CSS=7.57, Synergy_ZIP=2.26, Synergy_Bliss=6.31, Synergy_Loewe=-0.325, Synergy_HSA=5.21. (8) Drug 1: C1=C(C(=O)NC(=O)N1)F. Drug 2: COCCOC1=C(C=C2C(=C1)C(=NC=N2)NC3=CC=CC(=C3)C#C)OCCOC. Cell line: HT29. Synergy scores: CSS=64.0, Synergy_ZIP=9.47, Synergy_Bliss=9.10, Synergy_Loewe=9.43, Synergy_HSA=13.6.